This data is from NCI-60 drug combinations with 297,098 pairs across 59 cell lines. The task is: Regression. Given two drug SMILES strings and cell line genomic features, predict the synergy score measuring deviation from expected non-interaction effect. (1) Cell line: U251. Synergy scores: CSS=34.6, Synergy_ZIP=-10.2, Synergy_Bliss=-7.11, Synergy_Loewe=-50.0, Synergy_HSA=-4.59. Drug 2: COC1=NC(=NC2=C1N=CN2C3C(C(C(O3)CO)O)O)N. Drug 1: C1=CN(C(=O)N=C1N)C2C(C(C(O2)CO)O)O.Cl. (2) Drug 2: N.N.Cl[Pt+2]Cl. Cell line: HOP-92. Drug 1: CC12CCC(CC1=CCC3C2CCC4(C3CC=C4C5=CN=CC=C5)C)O. Synergy scores: CSS=-1.44, Synergy_ZIP=-0.933, Synergy_Bliss=-4.80, Synergy_Loewe=-5.31, Synergy_HSA=-5.03. (3) Drug 1: C1=NC2=C(N=C(N=C2N1C3C(C(C(O3)CO)O)F)Cl)N. Drug 2: CC12CCC3C(C1CCC2OP(=O)(O)O)CCC4=C3C=CC(=C4)OC(=O)N(CCCl)CCCl.[Na+]. Cell line: DU-145. Synergy scores: CSS=2.10, Synergy_ZIP=-0.405, Synergy_Bliss=1.11, Synergy_Loewe=-2.23, Synergy_HSA=-2.83.